Dataset: Full USPTO retrosynthesis dataset with 1.9M reactions from patents (1976-2016). Task: Predict the reactants needed to synthesize the given product. (1) Given the product [CH3:17][C:18]([NH:25][C:14]([C:12]1[CH:11]=[CH:10][CH:9]=[C:8]([C:4]2[CH:5]=[CH:6][CH:7]=[C:2]([Cl:1])[CH:3]=2)[N:13]=1)=[O:16])([C:20]1[N:24]=[CH:23][O:22][N:21]=1)[CH3:19], predict the reactants needed to synthesize it. The reactants are: [Cl:1][C:2]1[CH:3]=[C:4]([C:8]2[N:13]=[C:12]([C:14]([OH:16])=O)[CH:11]=[CH:10][CH:9]=2)[CH:5]=[CH:6][CH:7]=1.[CH3:17][C:18]([NH2:25])([C:20]1[N:24]=[CH:23][O:22][N:21]=1)[CH3:19]. (2) Given the product [CH2:14]([O:16][C:17](=[O:29])[C:18]([C:20]#[N:21])([C:22]1[CH:23]=[CH:24][C:25]([NH:28][C:6](=[O:7])[C:5]2[CH:9]=[CH:10][C:11]([O:12][CH3:13])=[C:3]([O:2][CH3:1])[CH:4]=2)=[CH:26][CH:27]=1)[CH3:19])[CH3:15], predict the reactants needed to synthesize it. The reactants are: [CH3:1][O:2][C:3]1[CH:4]=[C:5]([CH:9]=[CH:10][C:11]=1[O:12][CH3:13])[C:6](Cl)=[O:7].[CH2:14]([O:16][C:17](=[O:29])[C:18]([C:22]1[CH:27]=[CH:26][C:25]([NH2:28])=[CH:24][CH:23]=1)([C:20]#[N:21])[CH3:19])[CH3:15].C(N(CC)CC)C. (3) Given the product [F:16][C:17]1[CH:22]=[CH:21][C:20]([C:2]2[CH:15]=[N:14][C:5]3[NH:6][C:7]4[CH2:8][CH2:9][CH2:10][C:11](=[O:13])[C:12]=4[C:4]=3[CH:3]=2)=[CH:19][CH:18]=1, predict the reactants needed to synthesize it. The reactants are: Br[C:2]1[CH:15]=[N:14][C:5]2[NH:6][C:7]3[CH2:8][CH2:9][CH2:10][C:11](=[O:13])[C:12]=3[C:4]=2[CH:3]=1.[F:16][C:17]1[CH:22]=[CH:21][C:20](B(O)O)=[CH:19][CH:18]=1.C(=O)([O-])[O-].[Na+].[Na+].Cl. (4) Given the product [CH2:16]([C@@H:11]1[C:12](=[O:13])[NH:1][C:4]2[CH:9]=[CH:8][CH:7]=[N:6][C:5]=2[NH:10]1)[C:17]#[CH:18], predict the reactants needed to synthesize it. The reactants are: [N+:1]([C:4]1[C:5]([NH:10][C@H:11]([CH2:16][C:17]#[CH:18])[C:12](OC)=[O:13])=[N:6][CH:7]=[CH:8][CH:9]=1)([O-])=O.[Cl-].[NH4+].CCN(CC)CC.CCOC(C)=O.